Dataset: NCI-60 drug combinations with 297,098 pairs across 59 cell lines. Task: Regression. Given two drug SMILES strings and cell line genomic features, predict the synergy score measuring deviation from expected non-interaction effect. (1) Cell line: KM12. Synergy scores: CSS=18.9, Synergy_ZIP=-3.88, Synergy_Bliss=-1.28, Synergy_Loewe=-52.0, Synergy_HSA=-4.01. Drug 1: CN1CCC(CC1)COC2=C(C=C3C(=C2)N=CN=C3NC4=C(C=C(C=C4)Br)F)OC. Drug 2: CCC1(C2=C(COC1=O)C(=O)N3CC4=CC5=C(C=CC(=C5CN(C)C)O)N=C4C3=C2)O.Cl. (2) Drug 1: CC12CCC(CC1=CCC3C2CCC4(C3CC=C4C5=CN=CC=C5)C)O. Drug 2: CC12CCC3C(C1CCC2O)C(CC4=C3C=CC(=C4)O)CCCCCCCCCS(=O)CCCC(C(F)(F)F)(F)F. Cell line: UACC62. Synergy scores: CSS=5.42, Synergy_ZIP=-1.50, Synergy_Bliss=-0.305, Synergy_Loewe=2.08, Synergy_HSA=0.888. (3) Drug 1: C1CC(C1)(C(=O)O)C(=O)O.[NH2-].[NH2-].[Pt+2]. Drug 2: C1=CN(C=N1)CC(O)(P(=O)(O)O)P(=O)(O)O. Cell line: HOP-62. Synergy scores: CSS=6.04, Synergy_ZIP=0.168, Synergy_Bliss=3.53, Synergy_Loewe=-0.908, Synergy_HSA=-0.597. (4) Drug 1: CC1CCC2CC(C(=CC=CC=CC(CC(C(=O)C(C(C(=CC(C(=O)CC(OC(=O)C3CCCCN3C(=O)C(=O)C1(O2)O)C(C)CC4CCC(C(C4)OC)OCCO)C)C)O)OC)C)C)C)OC. Drug 2: CCN(CC)CCCC(C)NC1=C2C=C(C=CC2=NC3=C1C=CC(=C3)Cl)OC. Cell line: UO-31. Synergy scores: CSS=25.2, Synergy_ZIP=-2.48, Synergy_Bliss=1.97, Synergy_Loewe=-0.990, Synergy_HSA=1.23. (5) Drug 1: CC1C(C(CC(O1)OC2CC(CC3=C2C(=C4C(=C3O)C(=O)C5=C(C4=O)C(=CC=C5)OC)O)(C(=O)CO)O)N)O.Cl. Drug 2: CC1C(C(CC(O1)OC2CC(CC3=C2C(=C4C(=C3O)C(=O)C5=C(C4=O)C(=CC=C5)OC)O)(C(=O)CO)O)N)O.Cl. Cell line: SF-295. Synergy scores: CSS=48.2, Synergy_ZIP=-6.83, Synergy_Bliss=-3.50, Synergy_Loewe=-1.49, Synergy_HSA=-0.0167. (6) Drug 1: CN1CCC(CC1)COC2=C(C=C3C(=C2)N=CN=C3NC4=C(C=C(C=C4)Br)F)OC. Drug 2: CN1C2=C(C=C(C=C2)N(CCCl)CCCl)N=C1CCCC(=O)O.Cl. Cell line: TK-10. Synergy scores: CSS=14.2, Synergy_ZIP=-8.45, Synergy_Bliss=-1.98, Synergy_Loewe=-33.7, Synergy_HSA=-2.59. (7) Drug 1: CC1C(C(CC(O1)OC2CC(OC(C2O)C)OC3=CC4=CC5=C(C(=O)C(C(C5)C(C(=O)C(C(C)O)O)OC)OC6CC(C(C(O6)C)O)OC7CC(C(C(O7)C)O)OC8CC(C(C(O8)C)O)(C)O)C(=C4C(=C3C)O)O)O)O. Drug 2: CS(=O)(=O)OCCCCOS(=O)(=O)C. Cell line: SN12C. Synergy scores: CSS=57.8, Synergy_ZIP=-3.07, Synergy_Bliss=-4.84, Synergy_Loewe=-5.49, Synergy_HSA=-2.23.